This data is from Catalyst prediction with 721,799 reactions and 888 catalyst types from USPTO. The task is: Predict which catalyst facilitates the given reaction. (1) Reactant: [CH3:1]N(C)C=O.[Br:6][C:7]1[CH:8]=[C:9]([OH:15])[C:10]([OH:14])=[CH:11][C:12]=1[F:13].C(=O)([O-])[O-].[Cs+].[Cs+].BrCCl. Product: [Br:6][C:7]1[C:12]([F:13])=[CH:11][C:10]2[O:14][CH2:1][O:15][C:9]=2[CH:8]=1. The catalyst class is: 28. (2) Reactant: [C:1]([N:5]1[C:9]2[N:10]=[C:11]([NH:14][C:15](=[O:23])[C:16]3[CH:21]=[CH:20][C:19]([CH3:22])=[CH:18][CH:17]=3)[N:12]=[CH:13][C:8]=2[CH:7]=[CH:6]1)([CH3:4])([CH3:3])[CH3:2].C1C(=O)N([I:31])C(=O)C1. Product: [C:1]([N:5]1[C:9]2[N:10]=[C:11]([NH:14][C:15](=[O:23])[C:16]3[CH:17]=[CH:18][C:19]([CH3:22])=[CH:20][CH:21]=3)[N:12]=[CH:13][C:8]=2[C:7]([I:31])=[CH:6]1)([CH3:4])([CH3:3])[CH3:2]. The catalyst class is: 1. (3) Reactant: CS(C)=O.C(Cl)(=O)C(Cl)=O.[OH:11][CH2:12][C@@H:13]([NH:15][C:16](=[O:25])[O:17][CH2:18][C:19]1[CH:24]=[CH:23][CH:22]=[CH:21][CH:20]=1)[CH3:14].C(N(CC)CC)C. Product: [CH3:14][C@H:13]([NH:15][C:16](=[O:25])[O:17][CH2:18][C:19]1[CH:24]=[CH:23][CH:22]=[CH:21][CH:20]=1)[CH:12]=[O:11]. The catalyst class is: 34. (4) Reactant: [OH:1][C:2]1[CH:9]=[CH:8][C:5]([CH:6]=[O:7])=[C:4]([O:10][CH3:11])[CH:3]=1.C(=O)([O-])[O-].[K+].[K+].Cl.Cl[CH2:20][C:21]1[CH:26]=[CH:25][CH:24]=[CH:23][N:22]=1.O. Product: [CH3:11][O:10][C:4]1[CH:3]=[C:2]([O:1][CH2:20][C:21]2[CH:26]=[CH:25][CH:24]=[CH:23][N:22]=2)[CH:9]=[CH:8][C:5]=1[CH:6]=[O:7]. The catalyst class is: 9.